The task is: Regression. Given a peptide amino acid sequence and an MHC pseudo amino acid sequence, predict their binding affinity value. This is MHC class I binding data.. This data is from Peptide-MHC class I binding affinity with 185,985 pairs from IEDB/IMGT. (1) The peptide sequence is NNRVLFNNF. The MHC is HLA-B08:01 with pseudo-sequence HLA-B08:01. The binding affinity (normalized) is 0.385. (2) The peptide sequence is KTDAATLAQ. The MHC is HLA-A23:01 with pseudo-sequence HLA-A23:01. The binding affinity (normalized) is 0.122. (3) The peptide sequence is AEMGANLCV. The MHC is HLA-B83:01 with pseudo-sequence HLA-B83:01. The binding affinity (normalized) is 0.213. (4) The peptide sequence is KTMVAFIRK. The MHC is HLA-B08:01 with pseudo-sequence HLA-B08:01. The binding affinity (normalized) is 0.0847. (5) The peptide sequence is FPVRPQVPL. The MHC is HLA-B53:01 with pseudo-sequence HLA-B53:01. The binding affinity (normalized) is 0.582.